Task: Predict the reactants needed to synthesize the given product.. Dataset: Full USPTO retrosynthesis dataset with 1.9M reactions from patents (1976-2016) (1) Given the product [CH3:22][C:23]([CH3:27])([CH3:26])[CH2:24][NH:25][C:19]([C:17]1[CH:16]=[CH:15][C:13]2[NH:14][C:10]([NH:9][C:3]3[C:4]([Cl:8])=[CH:5][CH:6]=[CH:7][C:2]=3[Cl:1])=[N:11][C:12]=2[CH:18]=1)=[O:20], predict the reactants needed to synthesize it. The reactants are: [Cl:1][C:2]1[CH:7]=[CH:6][CH:5]=[C:4]([Cl:8])[C:3]=1[NH:9][C:10]1[NH:14][C:13]2[CH:15]=[CH:16][C:17]([C:19](O)=[O:20])=[CH:18][C:12]=2[N:11]=1.[CH3:22][C:23]([CH3:27])([CH3:26])[CH2:24][NH2:25].CN(C(ON1N=NC2C=CC=CC1=2)=[N+](C)C)C.[B-](F)(F)(F)F. (2) Given the product [C:27]([NH:19][C:18]1[NH:17][C:15](=[O:16])[C:14]2[N:13]=[CH:12][N:11]([C:21]=2[N:20]=1)[C@@H:4]1[O:5][C@H:6]([CH2:9][OH:10])[C@@H:7]([OH:8])[C@H:3]1[O:2][CH3:1])(=[O:31])[CH:28]([CH3:30])[CH3:29], predict the reactants needed to synthesize it. The reactants are: [CH3:1][O:2][C@@H:3]1[C@H:7]([OH:8])[C@@H:6]([CH2:9][OH:10])[O:5][C@H:4]1[N:11]1[C:21]2[N:20]=[C:18]([NH2:19])[NH:17][C:15](=[O:16])[C:14]=2[N:13]=[CH:12]1.C[Si](Cl)(C)C.[C:27](Cl)(=[O:31])[CH:28]([CH3:30])[CH3:29].[NH4+].[OH-].